Predict which catalyst facilitates the given reaction. From a dataset of Catalyst prediction with 721,799 reactions and 888 catalyst types from USPTO. Reactant: [Br:1][C:2]1[CH:3]=[C:4]([O:12]C)[C:5]([Cl:11])=[C:6]([CH:10]=1)[C:7]([OH:9])=O.[C:14](Cl)(=O)[C:15](Cl)=O.CN(C=O)C.[Al+3].[Cl-].[Cl-].[Cl-]. Product: [Br:1][C:2]1[CH:3]=[C:4]([OH:12])[C:5]([Cl:11])=[C:6]([C:7]([C:15]2[CH:14]=[CH:6][CH:10]=[CH:2][CH:3]=2)=[O:9])[CH:10]=1. The catalyst class is: 2.